Dataset: Full USPTO retrosynthesis dataset with 1.9M reactions from patents (1976-2016). Task: Predict the reactants needed to synthesize the given product. (1) The reactants are: [CH3:1][O:2][CH2:3][C:4]1[CH:5]=[CH:6][CH:7]=[C:8]2[C:13]=1[N:12]=[C:11]([NH:14][C:15](=[O:17])[CH3:16])[NH:10][C:9]2=O.[N:19]1[N:20]=[CH:21][NH:22][CH:23]=1.C(N(C(C)C)CC)(C)C.P(Cl)(Cl)(Cl)=O. Given the product [CH3:1][O:2][CH2:3][C:4]1[CH:5]=[CH:6][CH:7]=[C:8]2[C:13]=1[N:12]=[C:11]([NH:14][C:15](=[O:17])[CH3:16])[N:10]=[C:9]2[N:22]1[CH:21]=[N:20][N:19]=[CH:23]1, predict the reactants needed to synthesize it. (2) Given the product [F:27][C:22]1[CH:23]=[CH:24][CH:25]=[CH:26][C:21]=1[C:7]1[CH:8]=[N:9][CH:10]=[C:11]([NH:12][C:13]2[CH:18]=[CH:17][C:16]([I:19])=[CH:15][C:14]=2[F:20])[C:6]=1[C:5]([OH:28])=[O:4], predict the reactants needed to synthesize it. The reactants are: [OH-].[Na+].C[O:4][C:5](=[O:28])[C:6]1[C:11]([NH:12][C:13]2[CH:18]=[CH:17][C:16]([I:19])=[CH:15][C:14]=2[F:20])=[CH:10][N:9]=[CH:8][C:7]=1[C:21]1[CH:26]=[CH:25][CH:24]=[CH:23][C:22]=1[F:27].